Dataset: HIV replication inhibition screening data with 41,000+ compounds from the AIDS Antiviral Screen. Task: Binary Classification. Given a drug SMILES string, predict its activity (active/inactive) in a high-throughput screening assay against a specified biological target. (1) The drug is CC1=NN(c2ccccc2)C(=O)C1([Au-][PH](c1ccccc1)(c1ccccc1)c1ccccc1)[Au-][PH](c1ccccc1)(c1ccccc1)c1ccccc1. The result is 0 (inactive). (2) The compound is CN1N=C(c2ccncc2)OC1c1cccc(C(F)(F)F)c1. The result is 0 (inactive).